Dataset: Forward reaction prediction with 1.9M reactions from USPTO patents (1976-2016). Task: Predict the product of the given reaction. (1) Given the reactants [I:1][C:2]1[CH:8]=[CH:7][CH:6]=[CH:5][C:3]=1[NH2:4].[CH:9]1([CH:12]=O)[CH2:11][CH2:10]1, predict the reaction product. The product is: [CH:9]1([CH2:12][NH:4][C:3]2[CH:5]=[CH:6][CH:7]=[CH:8][C:2]=2[I:1])[CH2:11][CH2:10]1. (2) Given the reactants [CH3:1][Si:2]([CH3:25])([C:21]([CH3:24])([CH3:23])[CH3:22])[O:3][CH2:4][CH2:5][CH2:6][CH2:7][CH2:8][CH2:9][O:10][CH2:11][CH2:12][O:13]CC1C=CC=CC=1, predict the reaction product. The product is: [Si:2]([O:3][CH2:4][CH2:5][CH2:6][CH2:7][CH2:8][CH2:9][O:10][CH2:11][CH2:12][OH:13])([C:21]([CH3:24])([CH3:23])[CH3:22])([CH3:25])[CH3:1]. (3) The product is: [C:8]([O:12][C:13]([N:15]1[CH2:20][CH2:19][N:18]([C:27](=[O:28])[C:26]2[CH:30]=[C:22]([F:21])[CH:23]=[CH:24][C:25]=2[C:31]([F:34])([F:32])[F:33])[CH2:17][CH2:16]1)=[O:14])([CH3:11])([CH3:9])[CH3:10]. Given the reactants C(N(CC)CC)C.[C:8]([O:12][C:13]([N:15]1[CH2:20][CH2:19][NH:18][CH2:17][CH2:16]1)=[O:14])([CH3:11])([CH3:10])[CH3:9].[F:21][C:22]1[CH:23]=[CH:24][C:25]([C:31]([F:34])([F:33])[F:32])=[C:26]([CH:30]=1)[C:27](Cl)=[O:28].O, predict the reaction product. (4) Given the reactants Cl.[NH:2]([C:6]1[CH:14]=[CH:13][C:9]([C:10](Cl)=[O:11])=[CH:8][CH:7]=1)[C:3]([NH2:5])=[NH:4].[C:15]([O:19][C:20]([C:22]1([CH2:55][C:56]([O:58][C:59]([CH3:62])([CH3:61])[CH3:60])=[O:57])[O:26][N:25]=[C:24]([C:27]2[CH:32]=[C:31]([OH:33])[CH:30]=[CH:29][C:28]=2[CH2:34][CH2:35][C:36]([NH:38][C@H:39]([C:48]([O:50][C:51]([CH3:54])([CH3:53])[CH3:52])=[O:49])[CH2:40][C:41]([O:43][C:44]([CH3:47])([CH3:46])[CH3:45])=[O:42])=[O:37])[CH2:23]1)=[O:21])([CH3:18])([CH3:17])[CH3:16].N1C=CC=CC=1.C(=O)(O)[O-].[Na+], predict the reaction product. The product is: [C:15]([O:19][C:20]([C:22]1([CH2:55][C:56]([O:58][C:59]([CH3:62])([CH3:61])[CH3:60])=[O:57])[O:26][N:25]=[C:24]([C:27]2[CH:32]=[C:31]([O:33][C:10](=[O:11])[C:9]3[CH:8]=[CH:7][C:6]([NH:2][C:3]([NH2:5])=[NH:4])=[CH:14][CH:13]=3)[CH:30]=[CH:29][C:28]=2[CH2:34][CH2:35][C:36]([NH:38][C@H:39]([C:48]([O:50][C:51]([CH3:54])([CH3:53])[CH3:52])=[O:49])[CH2:40][C:41]([O:43][C:44]([CH3:45])([CH3:46])[CH3:47])=[O:42])=[O:37])[CH2:23]1)=[O:21])([CH3:18])([CH3:16])[CH3:17]. (5) Given the reactants Cl[C:2]1[O:3][C:4]2[C:5](=[C:7]([C:11]([O:13][CH3:14])=[O:12])[CH:8]=[CH:9][CH:10]=2)[N:6]=1.[CH3:15][C@H:16]1[CH2:21][O:20][CH2:19][C@H:18]([CH3:22])[NH:17]1.C(=O)([O-])[O-].[K+].[K+], predict the reaction product. The product is: [CH3:15][C@@H:16]1[N:17]([C:2]2[O:3][C:4]3[C:5](=[C:7]([C:11]([O:13][CH3:14])=[O:12])[CH:8]=[CH:9][CH:10]=3)[N:6]=2)[C@@H:18]([CH3:22])[CH2:19][O:20][CH2:21]1.